The task is: Predict the product of the given reaction.. This data is from Forward reaction prediction with 1.9M reactions from USPTO patents (1976-2016). (1) Given the reactants [Br:1][C:2]1[C:3]([O:21][CH3:22])=[C:4]([C:10]([CH2:13][S:14][C:15]2[CH:20]=[CH:19][CH:18]=[CH:17][CH:16]=2)=[CH:11][CH:12]=1)[C:5]([O:7][CH2:8]C)=[O:6].BrC1C(OC)=C(C(CBr)=CC=1)C(OC)=O.[F:38]C1C=CC(S)=CC=1, predict the reaction product. The product is: [Br:1][C:2]1[C:3]([O:21][CH3:22])=[C:4]([C:10]([CH2:13][S:14][C:15]2[CH:20]=[CH:19][C:18]([F:38])=[CH:17][CH:16]=2)=[CH:11][CH:12]=1)[C:5]([O:7][CH3:8])=[O:6]. (2) The product is: [CH3:9][NH:8][C:6]1[N:7]=[C:2]([NH:17][CH2:16][C:15]([F:22])([F:14])[C:18]([F:21])([F:20])[F:19])[N:3]=[C:4]([NH:10][CH2:11][C:12]#[CH:13])[N:5]=1. Given the reactants Cl[C:2]1[N:7]=[C:6]([NH:8][CH3:9])[N:5]=[C:4]([NH:10][CH2:11][C:12]#[CH:13])[N:3]=1.[F:14][C:15]([F:22])([C:18]([F:21])([F:20])[F:19])[CH2:16][NH2:17].C(NC1N=C(NC)N=C(NCC#C)N=1)C, predict the reaction product. (3) The product is: [CH2:1]([N:3]1[C:7]([C:8]2[CH:13]=[CH:12][C:11]([OH:14])=[CH:10][CH:9]=2)=[N:6][C:5]([NH:16][C:17](=[O:30])[C:18]([CH3:29])([S:20]([CH:23]2[CH2:24][CH2:25][O:26][CH2:27][CH2:28]2)(=[O:22])=[O:21])[CH3:19])=[N:4]1)[CH3:2]. Given the reactants [CH2:1]([N:3]1[C:7]([C:8]2[CH:13]=[CH:12][C:11]([O:14]C)=[CH:10][CH:9]=2)=[N:6][C:5]([NH:16][C:17](=[O:30])[C:18]([CH3:29])([S:20]([CH:23]2[CH2:28][CH2:27][O:26][CH2:25][CH2:24]2)(=[O:22])=[O:21])[CH3:19])=[N:4]1)[CH3:2].[Br-].[Br-].[Br-].[Al+3], predict the reaction product.